From a dataset of Forward reaction prediction with 1.9M reactions from USPTO patents (1976-2016). Predict the product of the given reaction. (1) Given the reactants [CH3:1][O:2][C:3]1[CH:8]=[CH:7][C:6]([C:9]2[CH:26]=[CH:25][C:12]3[CH2:13][CH2:14][N:15](C(OC(C)(C)C)=O)[CH2:16][CH2:17][C:11]=3[CH:10]=2)=[C:5]([O:27][CH2:28][C:29]2[CH:34]=[C:33]([CH3:35])[CH:32]=[CH:31][N:30]=2)[CH:4]=1.Cl, predict the reaction product. The product is: [CH3:1][O:2][C:3]1[CH:8]=[CH:7][C:6]([C:9]2[CH:26]=[CH:25][C:12]3[CH2:13][CH2:14][NH:15][CH2:16][CH2:17][C:11]=3[CH:10]=2)=[C:5]([O:27][CH2:28][C:29]2[CH:34]=[C:33]([CH3:35])[CH:32]=[CH:31][N:30]=2)[CH:4]=1. (2) Given the reactants [Cl:1][C:2]1[CH:20]=[CH:19][C:5]([O:6][C:7]2[CH:18]=[CH:17][C:10]([O:11][C@@H:12]3[CH2:16][CH2:15][NH:14][CH2:13]3)=[CH:9][CH:8]=2)=[CH:4][CH:3]=1.[CH3:21][O:22][C:23](=[O:28])[CH2:24][CH2:25][CH2:26]Br.C(=O)([O-])[O-].[K+].[K+], predict the reaction product. The product is: [CH3:21][O:22][C:23](=[O:28])[CH2:24][CH2:25][CH2:26][N:14]1[CH2:15][CH2:16][C@@H:12]([O:11][C:10]2[CH:17]=[CH:18][C:7]([O:6][C:5]3[CH:19]=[CH:20][C:2]([Cl:1])=[CH:3][CH:4]=3)=[CH:8][CH:9]=2)[CH2:13]1. (3) Given the reactants [CH:1]1([CH2:7][N:8]2[C:13](=[O:14])[C:12]([C:15]([NH:17][CH2:18][C:19]([O:21]CC)=[O:20])=[O:16])=[C:11]([OH:24])[C:10]([C:25](OC)=[O:26])=[C:9]2[OH:29])[CH2:6][CH2:5][CH2:4][CH2:3][CH2:2]1.[CH2:30]([NH2:34])[CH2:31][CH2:32][CH3:33], predict the reaction product. The product is: [CH2:30]([NH:34][C:25]([C:10]1[C:11]([OH:24])=[C:12]([C:15]([NH:17][CH2:18][C:19]([OH:21])=[O:20])=[O:16])[C:13](=[O:14])[N:8]([CH2:7][CH:1]2[CH2:6][CH2:5][CH2:4][CH2:3][CH2:2]2)[C:9]=1[OH:29])=[O:26])[CH2:31][CH2:32][CH3:33]. (4) Given the reactants [NH2:1][C:2]([C:7]1[CH:12]=[CH:11][CH:10]=[C:9]([Br:13])[CH:8]=1)([CH2:5][OH:6])[CH2:3][OH:4].C1COCC1.C([O-])([O-])=O.[Na+].[Na+].[Cl:25][CH2:26][C:27](Cl)=[O:28], predict the reaction product. The product is: [Br:13][C:9]1[CH:8]=[C:7]([C:2]([NH:1][C:27](=[O:28])[CH2:26][Cl:25])([CH2:5][OH:6])[CH2:3][OH:4])[CH:12]=[CH:11][CH:10]=1.